Dataset: Forward reaction prediction with 1.9M reactions from USPTO patents (1976-2016). Task: Predict the product of the given reaction. (1) Given the reactants C(O)(C(F)(F)F)=O.[CH2:8]([O:51][CH:52]1[C@H:56]2[C@H:57](OC3CCCCO3)[N:58](C(OC(C)(C)C)=O)[C:59]3[CH:66]=[C:65]([O:67][CH3:68])[CH:64]=[CH:63][C:60]=3[C:61](=[O:62])[N:55]2[CH2:54][CH2:53]1)[CH2:9][CH2:10][CH2:11][CH2:12][CH2:13][CH2:14][CH2:15][CH2:16][CH2:17][CH2:18][O:19][CH:20]1[C@H:24]2[C@H:25](OC3CCCCO3)[N:26](C(OC(C)(C)C)=O)[C:27]3[CH:34]=[C:33]([O:35][CH3:36])[CH:32]=[CH:31][C:28]=3[C:29](=[O:30])[N:23]2[CH2:22][CH2:21]1.C([O-])(O)=O.[Na+], predict the reaction product. The product is: [CH2:18]([O:19][CH:20]1[C@@H:24]2[CH:25]=[N:26][C:27]3[CH:34]=[C:33]([O:35][CH3:36])[CH:32]=[CH:31][C:28]=3[C:29](=[O:30])[N:23]2[CH2:22][CH2:21]1)[CH2:17][CH2:16][CH2:15][CH2:14][CH2:13][CH2:12][CH2:11][CH2:10][CH2:9][CH2:8][O:51][CH:52]1[C@@H:56]2[CH:57]=[N:58][C:59]3[CH:66]=[C:65]([O:67][CH3:68])[CH:64]=[CH:63][C:60]=3[C:61](=[O:62])[N:55]2[CH2:54][CH2:53]1. (2) Given the reactants C(=O)([O-])O.[Na+].Cl[C:7]([O:9][CH2:10][C:11]1[CH:16]=[CH:15][CH:14]=[CH:13][CH:12]=1)=[O:8].[CH3:17][O:18][C:19](=[O:26])[C@@H:20]1[CH2:24][CH:23]([CH3:25])[CH2:22][NH:21]1, predict the reaction product. The product is: [CH3:17][O:18][C:19](=[O:26])[C@@H:20]1[CH2:24][CH:23]([CH3:25])[CH2:22][N:21]1[C:7]([O:9][CH2:10][C:11]1[CH:16]=[CH:15][CH:14]=[CH:13][CH:12]=1)=[O:8]. (3) Given the reactants [CH:1]1([C:4]2[N:8]([CH3:9])[C:7]3[CH:10]=[C:11]([N:14]4[CH:19]=[CH:18][C:17]([OH:20])=[CH:16][C:15]4=[O:21])[CH:12]=[CH:13][C:6]=3[N:5]=2)[CH2:3][CH2:2]1.Br[CH2:23][C:24]#[N:25].C(=O)([O-])[O-].[K+].[K+].CN(C=O)C, predict the reaction product. The product is: [CH:1]1([C:4]2[N:8]([CH3:9])[C:7]3[CH:10]=[C:11]([N:14]4[CH:19]=[CH:18][C:17]([O:20][CH2:23][C:24]#[N:25])=[CH:16][C:15]4=[O:21])[CH:12]=[CH:13][C:6]=3[N:5]=2)[CH2:2][CH2:3]1. (4) Given the reactants [CH:1]1([CH2:7][CH2:8][O:9][C:10]2[CH:11]=[C:12]([CH:31]=[CH:32][CH:33]=2)[C:13]([N:15]2[CH2:20][CH2:19][N:18]([C:21]([NH:23][C:24]3[CH:25]=[N:26][CH:27]=[C:28]([OH:30])[CH:29]=3)=[O:22])[CH2:17][CH2:16]2)=[O:14])[CH2:6][CH2:5][CH2:4][CH2:3][CH2:2]1.[CH2:34]([O:41][CH2:42][CH2:43]O)[C:35]1[CH:40]=[CH:39][CH:38]=[CH:37][CH:36]=1.C1C=CC(P(C2C=CC=CC=2)C2C=CC=CC=2)=CC=1.CCOC(/N=N/C(OCC)=O)=O, predict the reaction product. The product is: [CH2:34]([O:41][CH2:42][CH2:43][O:30][C:28]1[CH:29]=[C:24]([NH:23][C:21]([N:18]2[CH2:17][CH2:16][N:15]([C:13](=[O:14])[C:12]3[CH:31]=[CH:32][CH:33]=[C:10]([O:9][CH2:8][CH2:7][CH:1]4[CH2:6][CH2:5][CH2:4][CH2:3][CH2:2]4)[CH:11]=3)[CH2:20][CH2:19]2)=[O:22])[CH:25]=[N:26][CH:27]=1)[C:35]1[CH:40]=[CH:39][CH:38]=[CH:37][CH:36]=1. (5) Given the reactants [Br:1][C:2]1[CH:3]=[CH:4][C:5](I)=[C:6]([CH:21]=1)[CH2:7][N:8]([C:12]1[CH:17]=[CH:16][C:15]([Cl:18])=[CH:14][C:13]=1[CH:19]=[CH2:20])[C:9](=[O:11])[CH3:10].CCN(CC)CC.O, predict the reaction product. The product is: [Br:1][C:2]1[CH:3]=[CH:4][C:5]2[CH:20]=[CH:19][C:13]3[CH:14]=[C:15]([Cl:18])[CH:16]=[CH:17][C:12]=3[N:8]([C:9](=[O:11])[CH3:10])[CH2:7][C:6]=2[CH:21]=1. (6) Given the reactants C1([C:7]2([C:12](O)=[O:13])[CH2:11][NH:10][CH:9]=[N:8]2)C=CC=CC=1.Cl.Cl.[OH:17][CH2:18][C:19]1[CH:20]=[C:21]([N:25]2[CH2:30][CH2:29][NH:28][CH2:27][CH2:26]2)[CH:22]=[CH:23][CH:24]=1.Cl.CN(C)CCCN=C=NCC.O.ON1[C:49]2[CH:50]=[CH:51][CH:52]=[CH:53][C:48]=2N=N1, predict the reaction product. The product is: [OH:17][CH2:18][C:19]1[CH:20]=[C:21]([N:25]2[CH2:30][CH2:29][N:28]([C:12]([C:7]3[NH:8][CH:9]=[N:10][C:11]=3[C:48]3[CH:53]=[CH:52][CH:51]=[CH:50][CH:49]=3)=[O:13])[CH2:27][CH2:26]2)[CH:22]=[CH:23][CH:24]=1. (7) Given the reactants Cl[C:2]1[N:7]=[C:6]([O:8][C:9]2[CH:36]=[CH:35][CH:34]=[CH:33][C:10]=2[CH2:11][NH:12][C:13]([NH:15][C:16]2[N:20]([C:21]3[CH:26]=[CH:25][C:24]([CH3:27])=[CH:23][CH:22]=3)[N:19]=[C:18]([C:28]3[O:29][CH:30]=[CH:31][CH:32]=3)[CH:17]=2)=[O:14])[CH:5]=[CH:4][N:3]=1.[NH:37]1[CH2:42][CH2:41][O:40][CH2:39][CH2:38]1, predict the reaction product. The product is: [O:40]1[CH2:41][CH2:42][N:37]([C:2]2[N:7]=[C:6]([O:8][C:9]3[CH:36]=[CH:35][CH:34]=[CH:33][C:10]=3[CH2:11][NH:12][C:13]([NH:15][C:16]3[N:20]([C:21]4[CH:22]=[CH:23][C:24]([CH3:27])=[CH:25][CH:26]=4)[N:19]=[C:18]([C:28]4[O:29][CH:30]=[CH:31][CH:32]=4)[CH:17]=3)=[O:14])[CH:5]=[CH:4][N:3]=2)[CH2:38][CH2:39]1. (8) The product is: [CH3:21][N:22]([CH3:24])[NH:2][CH:3]=[C:4]([C:10](=[O:19])[C:11]1[CH:16]=[C:15]([I:17])[CH:14]=[CH:13][C:12]=1[F:18])[C:5]([O:7][CH2:8][CH3:9])=[O:6]. Given the reactants C[N:2](C)[CH:3]=[C:4]([C:10](=[O:19])[C:11]1[CH:16]=[C:15]([I:17])[CH:14]=[CH:13][C:12]=1[F:18])[C:5]([O:7][CH2:8][CH3:9])=[O:6].[CH3:21][N:22]([CH3:24])N, predict the reaction product. (9) Given the reactants [Cl:1][C:2]1[CH:7]=[C:6]([F:8])[CH:5]=[CH:4][C:3]=1[C:9]1[N:13]([CH3:14])[N:12]=[C:11]([CH3:15])[C:10]=1[NH2:16].[Cl:17][C:18]1[CH:23]=[CH:22][C:21](I)=[C:20]([F:25])[CH:19]=1.CC(C)([O-])C.[Na+], predict the reaction product. The product is: [Cl:17][C:18]1[CH:23]=[CH:22][C:21]([C:10]2([NH2:16])[CH:9]([C:3]3[CH:4]=[CH:5][C:6]([F:8])=[CH:7][C:2]=3[Cl:1])[N:13]([CH3:14])[N:12]=[C:11]2[CH3:15])=[C:20]([F:25])[CH:19]=1.